This data is from Catalyst prediction with 721,799 reactions and 888 catalyst types from USPTO. The task is: Predict which catalyst facilitates the given reaction. (1) Reactant: [N:1]1[C:10]2[CH:9]=[CH:8][CH:7]=[C:6]([NH2:11])[C:5]=2[N:4]=[CH:3][CH:2]=1.C(=O)([O-])O.[Na+].I[CH2:18][CH2:19][CH2:20][CH2:21]I. Product: [N:11]1([C:6]2[CH:7]=[CH:8][CH:9]=[C:10]3[C:5]=2[N:4]=[CH:3][CH:2]=[N:1]3)[CH2:21][CH2:20][CH2:19][CH2:18]1. The catalyst class is: 10. (2) The catalyst class is: 59. Product: [CH3:2][O:3][CH2:4][C:5]1[CH:10]=[C:9]([C:11]2[O:15][N:14]=[C:13]([C:16]3[CH:17]=[CH:18][C:19]([C:22]([NH2:38])=[O:24])=[N:20][CH:21]=3)[N:12]=2)[CH:8]=[CH:7][C:6]=1[C:25]1[CH:30]=[CH:29][CH:28]=[CH:27][C:26]=1[CH3:31]. Reactant: Cl.[CH3:2][O:3][CH2:4][C:5]1[CH:10]=[C:9]([C:11]2[O:15][N:14]=[C:13]([C:16]3[CH:17]=[CH:18][C:19]([C:22]([OH:24])=O)=[N:20][CH:21]=3)[N:12]=2)[CH:8]=[CH:7][C:6]=1[C:25]1[CH:30]=[CH:29][CH:28]=[CH:27][C:26]=1[CH3:31].C(Cl)(=O)C(Cl)=O.[NH3:38].O1CCOCC1. (3) Reactant: [Cl:1][C:2]1[CH:7]=[CH:6][CH:5]=[CH:4][C:3]=1[C:8]1[S:12][C:11]([C:13]([N:15]2[CH2:20][CH2:19][C:18]([C:24]3[CH:29]=[CH:28][CH:27]=[CH:26][CH:25]=3)([C:21]([NH2:23])=[O:22])[CH2:17][CH2:16]2)=[O:14])=[CH:10][C:9]=1[C:30]1[CH:35]=[CH:34][C:33]([O:36]C)=[CH:32][CH:31]=1.B(Br)(Br)Br. Product: [Cl:1][C:2]1[CH:7]=[CH:6][CH:5]=[CH:4][C:3]=1[C:8]1[S:12][C:11]([C:13]([N:15]2[CH2:16][CH2:17][C:18]([C:24]3[CH:29]=[CH:28][CH:27]=[CH:26][CH:25]=3)([C:21]([NH2:23])=[O:22])[CH2:19][CH2:20]2)=[O:14])=[CH:10][C:9]=1[C:30]1[CH:31]=[CH:32][C:33]([OH:36])=[CH:34][CH:35]=1. The catalyst class is: 2. (4) Reactant: [OH:1][C:2]1[CH2:7][CH:6]([C:8]2[S:9][CH:10]=[CH:11][C:12]=2[C:13]2[CH:18]=[CH:17][CH:16]=[C:15]([O:19][CH3:20])[N:14]=2)[CH2:5][C:4](=[O:21])[CH:3]=1.[C:22](OC(=O)C)(=[O:24])[CH3:23].CCN(CC)CC. Product: [C:22]([C:3]1[C:2](=[O:1])[CH2:7][CH:6]([C:8]2[S:9][CH:10]=[CH:11][C:12]=2[C:13]2[CH:18]=[CH:17][CH:16]=[C:15]([O:19][CH3:20])[N:14]=2)[CH2:5][C:4]=1[OH:21])(=[O:24])[CH3:23]. The catalyst class is: 142. (5) Reactant: [CH3:1][O:2][C:3]1[CH:4]=[C:5]2[C:10](=[CH:11][C:12]=1[O:13][CH3:14])[N:9]=[CH:8][CH:7]=[C:6]2[O:15][C:16]1[CH:22]=[CH:21][C:19]([NH2:20])=[C:18]([CH3:23])[C:17]=1[CH3:24].Cl[C:26](Cl)([O:28]C(=O)OC(Cl)(Cl)Cl)Cl.[CH2:37]([N:39]([CH2:47][CH3:48])[CH2:40][CH2:41][CH:42]([OH:46])[CH2:43][CH2:44][CH3:45])[CH3:38].C(=O)(O)[O-].[Na+]. Product: [CH3:1][O:2][C:3]1[CH:4]=[C:5]2[C:10](=[CH:11][C:12]=1[O:13][CH3:14])[N:9]=[CH:8][CH:7]=[C:6]2[O:15][C:16]1[CH:22]=[CH:21][C:19]([NH:20][C:26](=[O:28])[O:46][CH:42]([CH2:41][CH2:40][N:39]([CH2:37][CH3:38])[CH2:47][CH3:48])[CH2:43][CH2:44][CH3:45])=[C:18]([CH3:23])[C:17]=1[CH3:24]. The catalyst class is: 208.